Predict the product of the given reaction. From a dataset of Forward reaction prediction with 1.9M reactions from USPTO patents (1976-2016). (1) The product is: [CH3:16][C:17]1[N:21]=[C:20]([C:22]2[CH:30]=[CH:29][CH:28]=[CH:27][C:23]=2[C:24]([N:11]2[C@H:10]3[C@H:13]([CH2:14][CH2:15][N:8]([C:6]([O:5][C:1]([CH3:4])([CH3:2])[CH3:3])=[O:7])[CH2:9]3)[CH2:12]2)=[O:25])[O:19][N:18]=1. Given the reactants [C:1]([O:5][C:6]([N:8]1[CH2:15][CH2:14][CH:13]2[CH:10]([NH:11][CH2:12]2)[CH2:9]1)=[O:7])([CH3:4])([CH3:3])[CH3:2].[CH3:16][C:17]1[N:21]=[C:20]([C:22]2[CH:30]=[CH:29][CH:28]=[CH:27][C:23]=2[C:24](O)=[O:25])[O:19][N:18]=1.CCN=C=NCCCN(C)C.Cl.C1C=CC2N(O)N=NC=2C=1, predict the reaction product. (2) The product is: [CH3:1][O:2][C:3]1[CH:4]=[C:5]2[C:10](=[CH:11][C:12]=1[O:13][CH2:14][CH2:15][CH2:16][N:17]1[CH2:22][CH2:21][O:20][CH2:19][CH2:18]1)[N:9]=[CH:8][N:7]=[C:6]2[O:23][C:24]1[CH:25]=[C:26]2[C:31](=[CH:32][CH:33]=1)[NH:30][CH2:29][CH2:28][CH2:27]2. Given the reactants [CH3:1][O:2][C:3]1[CH:4]=[C:5]2[C:10](=[CH:11][C:12]=1[O:13][CH2:14][CH2:15][CH2:16][N:17]1[CH2:22][CH2:21][O:20][CH2:19][CH2:18]1)[N:9]=[CH:8][N:7]=[C:6]2[O:23][C:24]1[CH:25]=[C:26]2[C:31](=[CH:32][CH:33]=1)[N:30](C(OC(C)(C)C)=O)[CH2:29][CH2:28][CH2:27]2.C(O)(C(F)(F)F)=O, predict the reaction product. (3) Given the reactants FC(F)(F)S([O:6][C:7]1[C:12]2[O:13][CH:14]([CH2:17][O:18][S:19]([C:22]3[CH:27]=[CH:26][C:25]([CH3:28])=[CH:24][CH:23]=3)(=[O:21])=[O:20])[CH2:15]O[C:11]=2[CH:10]=[CH:9][CH:8]=1)(=O)=O.[Cl:31][C:32]1[CH:37]=[C:36]([Cl:38])[CH:35]=[CH:34][C:33]=1B(O)O, predict the reaction product. The product is: [Cl:31][C:32]1[CH:37]=[C:36]([Cl:38])[CH:35]=[CH:34][C:33]=1[C:11]1[C:12]2[O:13][CH:14]([CH2:17][O:18][S:19]([C:22]3[CH:23]=[CH:24][C:25]([CH3:28])=[CH:26][CH:27]=3)(=[O:20])=[O:21])[CH2:15][O:6][C:7]=2[CH:8]=[CH:9][CH:10]=1. (4) Given the reactants [Cl:1][C:2]1[C:6]([CH3:7])=[CH:5][S:4][C:3]=1[C:8]1([C:13]([NH:15][NH:16][C:17](=[S:20])[NH:18][CH3:19])=O)[CH2:12][CH2:11][CH2:10][CH2:9]1.Cl, predict the reaction product. The product is: [Cl:1][C:2]1[C:6]([CH3:7])=[CH:5][S:4][C:3]=1[C:8]1([C:13]2[N:18]([CH3:19])[C:17](=[S:20])[NH:16][N:15]=2)[CH2:12][CH2:11][CH2:10][CH2:9]1. (5) The product is: [N:16]1[C:17]2[C:8](=[O:18])[CH2:9][CH2:10][CH2:11][C:12]=2[CH:13]=[CH:14][CH:15]=1. Given the reactants C(=[C:8]1[C:17]2[N:16]=[CH:15][CH:14]=[CH:13][C:12]=2[CH2:11][CH2:10][CH2:9]1)C1C=CC=CC=1.[O:18]=[O+][O-].CSC, predict the reaction product. (6) Given the reactants [OH:1][CH:2]1[CH2:3][CH:4]([NH:18][C:19](=[O:25])[O:20][C:21]([CH3:24])([CH3:23])[CH3:22])[CH2:5][CH2:6][C:7]([C:9]2[N:13]([CH3:14])[N:12]=[CH:11][C:10]=2[N+:15]([O-])=O)=[CH:8]1, predict the reaction product. The product is: [NH2:15][C:10]1[CH:11]=[N:12][N:13]([CH3:14])[C:9]=1[CH:7]1[CH2:6][CH2:5][CH:4]([NH:18][C:19](=[O:25])[O:20][C:21]([CH3:22])([CH3:23])[CH3:24])[CH2:3][CH:2]([OH:1])[CH2:8]1. (7) Given the reactants O.[CH3:2][C:3]1[CH:4]=[C:5]([OH:10])[CH:6]=[C:7]([CH:9]=1)[OH:8].C(O)(=O)[CH:12]([CH2:14][C:15](O)=O)[OH:13].S(=O)(O)[O-].[Na+].C(=O)=O, predict the reaction product. The product is: [OH:8][C:7]1[CH:6]=[C:5]2[C:4]([CH:15]=[CH:14][C:12](=[O:13])[O:10]2)=[C:3]([CH3:2])[CH:9]=1.